From a dataset of Catalyst prediction with 721,799 reactions and 888 catalyst types from USPTO. Predict which catalyst facilitates the given reaction. Product: [Cl:1][C:2]1[CH:7]=[CH:6][C:5]([C@H:8]([OH:9])[C@@H:10]2[O:17][C@@H:16]3[C@@H:12]([O:13][C:14]([CH3:18])([CH3:19])[O:15]3)[C@@H:11]2[OH:20])=[CH:4][C:3]=1[CH2:21][C:22]1[CH:31]=[CH:30][C:25]2[O:26][CH2:27][CH2:28][O:29][C:24]=2[CH:23]=1. Reactant: [Cl:1][C:2]1[CH:7]=[CH:6][C:5]([C:8]([C@@H:10]2[O:17][C@@H:16]3[C@@H:12]([O:13][C:14]([CH3:19])([CH3:18])[O:15]3)[C@@H:11]2[OH:20])=[O:9])=[CH:4][C:3]=1[CH2:21][C:22]1[CH:31]=[CH:30][C:25]2[O:26][CH2:27][CH2:28][O:29][C:24]=2[CH:23]=1.[BH4-].[Na+]. The catalyst class is: 5.